Dataset: Full USPTO retrosynthesis dataset with 1.9M reactions from patents (1976-2016). Task: Predict the reactants needed to synthesize the given product. (1) Given the product [CH3:27][O:26][C:23]1[CH:24]=[CH:25][C:20]([C:18](=[O:19])[CH2:17][N:7]2[CH:8]=[C:4]([N+:1]([O-:3])=[O:2])[CH:5]=[C:6]2[C:9]([O:11][CH2:12][CH3:13])=[O:10])=[CH:21][CH:22]=1, predict the reactants needed to synthesize it. The reactants are: [N+:1]([C:4]1[CH:5]=[C:6]([C:9]([O:11][CH2:12][CH3:13])=[O:10])[NH:7][CH:8]=1)([O-:3])=[O:2].[H-].[Na+].Br[CH2:17][C:18]([C:20]1[CH:25]=[CH:24][C:23]([O:26][CH3:27])=[CH:22][CH:21]=1)=[O:19]. (2) Given the product [Br:1][C:2]1[CH:3]=[C:4]2[C:9](=[CH:10][CH:11]=1)[O:8][CH2:7][C:6]([CH3:12])([CH3:13])[C:5]2([NH:14][S:15]([C:17]([CH3:20])([CH3:19])[CH3:18])=[O:16])[CH:21]=[CH2:22], predict the reactants needed to synthesize it. The reactants are: [Br:1][C:2]1[CH:3]=[C:4]2[C:9](=[CH:10][CH:11]=1)[O:8][CH2:7][C:6]([CH3:13])([CH3:12])[C:5]2=[N:14][S:15]([C:17]([CH3:20])([CH3:19])[CH3:18])=[O:16].[CH:21]([Mg]Br)=[CH2:22]. (3) Given the product [F:21][C:11]1[CH:12]=[C:13]([C:14]2[CH:19]=[CH:18][CH:17]=[CH:16][C:15]=2[CH3:20])[C:7]2[O:6][CH:5]([CH2:4][NH2:1])[CH2:9][C:8]=2[CH:10]=1, predict the reactants needed to synthesize it. The reactants are: [N:1]([CH2:4][CH:5]1[CH2:9][C:8]2[CH:10]=[C:11]([F:21])[CH:12]=[C:13]([C:14]3[CH:19]=[CH:18][CH:17]=[CH:16][C:15]=3[CH3:20])[C:7]=2[O:6]1)=[N+]=[N-]. (4) Given the product [Cl:18][C:19]1[CH:20]=[CH:21][C:22]2[O:26][C:25]([NH:27][CH2:28][C@@H:29]3[C@H:34]([CH3:35])[CH2:33][CH2:32][CH2:31][N:30]3[C:7]([C:6]3[CH:10]=[C:2]([CH3:1])[CH:3]=[CH:4][C:5]=3[C:11]3[CH:16]=[CH:15][N:14]=[C:13]([CH3:17])[N:12]=3)=[O:9])=[N:24][C:23]=2[CH:36]=1, predict the reactants needed to synthesize it. The reactants are: [CH3:1][C:2]1[CH:3]=[CH:4][C:5]([C:11]2[CH:16]=[CH:15][N:14]=[C:13]([CH3:17])[N:12]=2)=[C:6]([CH:10]=1)[C:7]([OH:9])=O.[Cl:18][C:19]1[CH:20]=[CH:21][C:22]2[O:26][C:25]([NH:27][CH2:28][C@@H:29]3[C@H:34]([CH3:35])[CH2:33][CH2:32][CH2:31][NH:30]3)=[N:24][C:23]=2[CH:36]=1. (5) Given the product [CH2:6]([O:5][P:4]([C:9]1[CH:14]=[CH:13][C:12]([O:15][CH3:16])=[C:11]([N:17]=[C:32]=[S:33])[CH:10]=1)(=[O:8])[O:3][CH2:1][CH3:2])[CH3:7], predict the reactants needed to synthesize it. The reactants are: [CH2:1]([O:3][P:4]([C:9]1[CH:14]=[CH:13][C:12]([O:15][CH3:16])=[C:11]([NH2:17])[CH:10]=1)(=[O:8])[O:5][CH2:6][CH3:7])[CH3:2].C(OC1C=CC(C(N)=O)=CC=1N=[C:32]=[S:33])(C)C. (6) The reactants are: [CH3:1][O:2][C:3]1[CH:8]=[CH:7][C:6]([S:9]([NH:12][C:13]2[CH:14]=[C:15](/[C:19](/[C:26]3[CH:31]=[CH:30][CH:29]=[CH:28][CH:27]=3)=[CH:20]\[C:21]([O:23]CC)=[O:22])[CH:16]=[CH:17][CH:18]=2)(=[O:11])=[O:10])=[CH:5][CH:4]=1.[H-].[Na+].[H][H].[CH3:36]I. Given the product [CH3:1][O:2][C:3]1[CH:8]=[CH:7][C:6]([S:9]([N:12]([C:13]2[CH:14]=[C:15](/[C:19](/[C:26]3[CH:31]=[CH:30][CH:29]=[CH:28][CH:27]=3)=[CH:20]\[C:21]([OH:23])=[O:22])[CH:16]=[CH:17][CH:18]=2)[CH3:36])(=[O:11])=[O:10])=[CH:5][CH:4]=1, predict the reactants needed to synthesize it.